Dataset: CYP2D6 inhibition data for predicting drug metabolism from PubChem BioAssay. Task: Regression/Classification. Given a drug SMILES string, predict its absorption, distribution, metabolism, or excretion properties. Task type varies by dataset: regression for continuous measurements (e.g., permeability, clearance, half-life) or binary classification for categorical outcomes (e.g., BBB penetration, CYP inhibition). Dataset: cyp2d6_veith. (1) The drug is N#C/C(=C\c1cccs1)C(=O)NCC1CCCO1. The result is 0 (non-inhibitor). (2) The compound is CCCCN=c1sc(C(=O)OC)cc(=O)n1CCCC. The result is 0 (non-inhibitor). (3) The molecule is Cc1nnc(SCC(=O)Nc2nccs2)[nH]c1=O. The result is 0 (non-inhibitor). (4) The compound is CCCC[C@@H]1C[C@H]1C(NC(=O)c1cccs1)c1ccc(-c2ccccc2)cc1. The result is 0 (non-inhibitor). (5) The compound is CC(C)(C)CNCCO. The result is 0 (non-inhibitor). (6) The molecule is CCCn1nc(NC(=O)CC(C)C)c2cc3ccccc3nc21. The result is 0 (non-inhibitor). (7) The result is 0 (non-inhibitor). The drug is CCOC(=O)CCN1C(=O)[C@H]2CC[C@@H]3/C(=N\NC(=O)OCC)C[C@@H](O)[C@@H](O)[C@@H]3[C@@H]2C1=O.